Dataset: Full USPTO retrosynthesis dataset with 1.9M reactions from patents (1976-2016). Task: Predict the reactants needed to synthesize the given product. (1) Given the product [CH2:1]([O:3][C:4]1[CH:5]=[C:6]([CH:23]=[CH:24][C:25]=1[F:26])[CH2:7][N:8]1[CH2:13][CH2:12][CH:11]([NH:14][C:15]([C:17]2[CH:22]=[N:21][CH:20]=[N:19][CH:18]=2)=[O:16])[CH2:10][CH2:9]1)[CH3:2], predict the reactants needed to synthesize it. The reactants are: [CH2:1]([O:3][C:4]1[CH:5]=[C:6]([CH:23]=[C:24](OCC)[C:25]=1[F:26])[CH2:7][N:8]1[CH2:13][CH2:12][CH:11]([NH:14][C:15]([C:17]2[CH:18]=[N:19][CH:20]=[N:21][CH:22]=2)=[O:16])[CH2:10][CH2:9]1)[CH3:2].C(OC1C=C(C=CC=1F)C=O)C.OC1C=C(C=CC=1F)C(O)=O.ClC1C=CC(C=O)=CC=1OCC.C([BH3-])#N.[Na+].C(N(C(C)C)C(C)C)C. (2) Given the product [ClH:88].[CH2:40]([C:30]1[C:29]([CH2:28][C:25]2[CH:24]=[CH:23][C:22](/[CH:21]=[CH:20]/[CH2:19][C:15]3([OH:18])[CH2:14][CH2:13][N:12]([C:10](=[O:11])[CH2:9][NH:7][CH3:6])[CH2:17][CH2:16]3)=[CH:27][CH:26]=2)=[C:33]2[N:34]=[C:35]([CH3:39])[CH:36]=[C:37]([CH3:38])[N:32]2[N:31]=1)[CH3:41], predict the reactants needed to synthesize it. The reactants are: C(O[C:6](=O)[N:7]([CH2:9][C:10]([N:12]1[CH2:17][CH2:16][C:15]([CH2:19]/[CH:20]=[CH:21]/[C:22]2[CH:27]=[CH:26][C:25]([CH2:28][C:29]3[C:30]([CH2:40][CH3:41])=[N:31][N:32]4[C:37]([CH3:38])=[CH:36][C:35]([CH3:39])=[N:34][C:33]=34)=[CH:24][CH:23]=2)([OH:18])[CH2:14][CH2:13]1)=[O:11])C)(C)(C)C.C(C1C(CC2C=CC(/C=C/CC3(O)CCNCC3)=CC=2)=C2N=C(C)C=C(C)N2N=1)C.C(OC(N(C)CC(O)=O)=O)(C)(C)C.C(Cl)C[Cl:88].C1C=CC2N(O)N=NC=2C=1.CCN(CC)CC. (3) Given the product [Cl:11][C:4]1[CH:5]=[CH:6][C:7]([N+:8]([O-:10])=[O:9])=[C:2]([O:13][CH3:12])[N:3]=1.[Cl:1][C:2]1[C:7]([N+:8]([O-:10])=[O:9])=[CH:6][CH:5]=[C:4]([O:13][CH3:12])[N:3]=1, predict the reactants needed to synthesize it. The reactants are: [Cl:1][C:2]1[C:7]([N+:8]([O-:10])=[O:9])=[CH:6][CH:5]=[C:4]([Cl:11])[N:3]=1.[CH3:12][OH:13]. (4) Given the product [ClH:1].[ClH:28].[Cl:1][C:2]1[C:3]([CH3:27])=[C:4]([CH:20]2[CH2:21][N:22]([CH:24]([CH3:26])[CH3:25])[CH2:23]2)[C:5]([O:18][CH3:19])=[C:6]([CH:8]([NH2:10])[CH3:9])[CH:7]=1, predict the reactants needed to synthesize it. The reactants are: [Cl:1][C:2]1[C:3]([CH3:27])=[C:4]([CH:20]2[CH2:23][N:22]([CH:24]([CH3:26])[CH3:25])[CH2:21]2)[C:5]([O:18][CH3:19])=[C:6]([CH:8]([NH:10]C(=O)OC(C)(C)C)[CH3:9])[CH:7]=1.[ClH:28].O1CCOCC1. (5) Given the product [Cl:12][C:13]1[CH:18]=[CH:17][C:16]([C:19]2([C:20]#[N:21])[CH:22]([CH2:23][C:24]([CH3:25])([CH3:26])[CH3:27])[CH2:11][NH:10][CH:9]2[C:3]2[CH:4]=[CH:5][CH:6]=[C:7]([Cl:8])[C:2]=2[Cl:1])=[C:15]([F:28])[CH:14]=1, predict the reactants needed to synthesize it. The reactants are: [Cl:1][C:2]1[C:7]([Cl:8])=[CH:6][CH:5]=[CH:4][C:3]=1/[CH:9]=[N:10]/[CH3:11].[Cl:12][C:13]1[CH:18]=[CH:17][C:16](/[C:19](=[CH:22]/[CH2:23][C:24]([CH3:27])([CH3:26])[CH3:25])/[C:20]#[N:21])=[C:15]([F:28])[CH:14]=1.[OH-].[K+].